From a dataset of Full USPTO retrosynthesis dataset with 1.9M reactions from patents (1976-2016). Predict the reactants needed to synthesize the given product. (1) Given the product [Cl:30][C:31]1[CH:32]=[N:33][C:34]([N:1]2[CH2:6][CH2:5][CH:4]([O:7][C:8]3[S:9][C:10]4[CH:16]=[C:15]([CH:17]5[CH2:22][CH2:21][N:20]([C:23]([O:25][C:26]([CH3:29])([CH3:28])[CH3:27])=[O:24])[CH2:19][CH2:18]5)[CH:14]=[CH:13][C:11]=4[N:12]=3)[CH2:3][CH2:2]2)=[N:35][CH:36]=1, predict the reactants needed to synthesize it. The reactants are: [NH:1]1[CH2:6][CH2:5][CH:4]([O:7][C:8]2[S:9][C:10]3[CH:16]=[C:15]([CH:17]4[CH2:22][CH2:21][N:20]([C:23]([O:25][C:26]([CH3:29])([CH3:28])[CH3:27])=[O:24])[CH2:19][CH2:18]4)[CH:14]=[CH:13][C:11]=3[N:12]=2)[CH2:3][CH2:2]1.[Cl:30][C:31]1[CH:32]=[N:33][C:34](I)=[N:35][CH:36]=1.C(=O)([O-])[O-].[K+].[K+]. (2) Given the product [Br:8][C:6]1[CH:5]=[CH:4][C:3]2[NH:9][C:10]([CH2:11][CH2:12][CH:13]3[CH2:14][CH:15]([N:17]([CH2:19][C@@H:20]4[C@H:27]5[O:26][C:25]([CH3:28])([CH3:29])[O:24][C@H:23]5[C@H:22]([N:30]5[C:34]6[N:35]=[CH:36][N:37]=[C:38]([NH:39][CH2:40][C:41]7[CH:46]=[CH:45][C:44]([O:47][CH3:48])=[CH:43][C:42]=7[O:49][CH3:50])[C:33]=6[CH:32]=[CH:31]5)[CH2:21]4)[CH3:18])[CH2:16]3)=[N:1][C:2]=2[CH:7]=1, predict the reactants needed to synthesize it. The reactants are: [NH2:1][C:2]1[CH:7]=[C:6]([Br:8])[CH:5]=[CH:4][C:3]=1[NH:9][C:10](=O)[CH2:11][CH2:12][CH:13]1[CH2:16][CH:15]([N:17]([CH2:19][C@@H:20]2[C@@H:27]3[C@@H:23]([O:24][C:25]([CH3:29])([CH3:28])[O:26]3)[C@H:22]([N:30]3[C:34]4[N:35]=[CH:36][N:37]=[C:38]([NH:39][CH2:40][C:41]5[CH:46]=[CH:45][C:44]([O:47][CH3:48])=[CH:43][C:42]=5[O:49][CH3:50])[C:33]=4[CH:32]=[CH:31]3)[CH2:21]2)[CH3:18])[CH2:14]1.C(O)(=O)C. (3) Given the product [O:1]1[C:5]2[CH:6]=[CH:7][C:8]([C@H:10]([NH:15][C:16](=[O:38])[NH:17][C@H:18]([CH2:34][CH2:35][CH2:36][CH3:37])[C:19]([N:21]([CH2:22][C:23]3[S:24][CH:25]=[CH:26][CH:27]=3)[CH2:28][C:29]3[S:30][CH:31]=[CH:32][CH:33]=3)=[O:20])[CH2:11][C:12]([O-:14])=[O:13])=[CH:9][C:4]=2[O:3][CH2:2]1.[Na+:40], predict the reactants needed to synthesize it. The reactants are: [O:1]1[C:5]2[CH:6]=[CH:7][C:8]([C@H:10]([NH:15][C:16](=[O:38])[NH:17][C@H:18]([CH2:34][CH2:35][CH2:36][CH3:37])[C:19]([N:21]([CH2:28][C:29]3[S:30][CH:31]=[CH:32][CH:33]=3)[CH2:22][C:23]3[S:24][CH:25]=[CH:26][CH:27]=3)=[O:20])[CH2:11][C:12]([OH:14])=[O:13])=[CH:9][C:4]=2[O:3][CH2:2]1.[OH-].[Na+:40]. (4) Given the product [F:1][C:2]([F:7])([F:6])[C:3]([OH:5])=[O:4].[CH3:20][N:19]1[C:15]([CH2:14][CH2:13][C:11]([O:10][CH3:9])=[O:12])=[CH:16][N:17]=[CH:18]1, predict the reactants needed to synthesize it. The reactants are: [F:1][C:2]([F:7])([F:6])[C:3]([OH:5])=[O:4].[I-].[CH3:9][O:10][C:11]([CH2:13][CH2:14][C:15]1[N+:19]([CH3:20])=[CH:18][N:17](C(C2C=CC=CC=2)(C2C=CC=CC=2)C2C=CC=CC=2)[CH:16]=1)=[O:12].